From a dataset of Reaction yield outcomes from USPTO patents with 853,638 reactions. Predict the reaction yield, written as a fraction of the theoretical maximum amount of product (1.0 means a 100% yield; for example, 0.34 means a 34% yield). (1) The reactants are [Cl-].[Cl-].[Cl-].[Al+3].[O:5]1[C:14]2[C:9](=[CH:10][CH:11]=[CH:12][CH:13]=2)[C:8](=[O:15])[CH2:7][CH2:6]1.[Br:16]Br. No catalyst specified. The product is [Br:16][C:11]1[CH:10]=[C:9]2[C:14](=[CH:13][CH:12]=1)[O:5][CH2:6][CH2:7][C:8]2=[O:15]. The yield is 0.620. (2) The reactants are Br[C:2]1[CH:7]=[C:6]([CH3:8])[CH:5]=[CH:4][C:3]=1[O:9][CH3:10].[CH:11]1[C:23]2[NH:22][C:21]3[C:16](=[CH:17][CH:18]=[CH:19][CH:20]=3)[C:15]=2[CH:14]=[CH:13][CH:12]=1.[O-]P([O-])([O-])=O.[K+].[K+].[K+].N[C@@H]1CCCC[C@H]1N. The catalyst is O1CCOCC1.[Cu]I. The product is [CH3:10][O:9][C:3]1[CH:4]=[CH:5][C:6]([CH3:8])=[CH:7][C:2]=1[N:22]1[C:23]2[CH:11]=[CH:12][CH:13]=[CH:14][C:15]=2[C:16]2[C:21]1=[CH:20][CH:19]=[CH:18][CH:17]=2. The yield is 0.450. (3) The reactants are [Br:1][C:2]1[CH:18]=[C:17](/[CH:19]=[CH:20]/[CH:21]([C:26]2[CH:31]=[C:30]([Cl:32])[C:29]([Cl:33])=[C:28]([Cl:34])[CH:27]=2)[C:22]([F:25])([F:24])[F:23])[CH:16]=[CH:15][C:3]=1[C:4]([NH:6][CH2:7][C:8]([O:10]C(C)(C)C)=[O:9])=[O:5].C(O)(C(F)(F)F)=O. The catalyst is C(Cl)Cl. The product is [Br:1][C:2]1[CH:18]=[C:17](/[CH:19]=[CH:20]/[CH:21]([C:26]2[CH:31]=[C:30]([Cl:32])[C:29]([Cl:33])=[C:28]([Cl:34])[CH:27]=2)[C:22]([F:24])([F:25])[F:23])[CH:16]=[CH:15][C:3]=1[C:4]([NH:6][CH2:7][C:8]([OH:10])=[O:9])=[O:5]. The yield is 0.780. (4) The reactants are [Br:1][C:2]1[S:3][C:4]([C:15]([OH:17])=O)=[C:5]([C:7]2[CH:12]=[CH:11][C:10]([Cl:13])=[CH:9][C:8]=2[Cl:14])[N:6]=1.C1C=[CH:20][C:21]2N(O)N=[N:24][C:22]=2C=1.Cl.CN(C)CCCN=C=NCC.C(N)C=C. The catalyst is ClCCl.O. The product is [CH2:22]([NH:24][C:15]([C:4]1[S:3][C:2]([Br:1])=[N:6][C:5]=1[C:7]1[CH:12]=[CH:11][C:10]([Cl:13])=[CH:9][C:8]=1[Cl:14])=[O:17])[CH:21]=[CH2:20]. The yield is 0.820. (5) The reactants are [H-].[Na+].[F:3][C:4]1[CH:5]=[C:6]([CH:16]=[C:17]([F:19])[CH:18]=1)[C:7]([C:9]1[C:10](=[O:15])[NH:11][CH:12]=[CH:13][CH:14]=1)=[O:8].I[CH2:21][CH3:22].Cl. The catalyst is CN(C)C=O. The product is [F:19][C:17]1[CH:16]=[C:6]([CH:5]=[C:4]([F:3])[CH:18]=1)[C:7]([C:9]1[C:10](=[O:15])[N:11]([CH2:21][CH3:22])[CH:12]=[CH:13][CH:14]=1)=[O:8]. The yield is 0.500. (6) The reactants are C([O:3][C:4](=[O:29])[CH2:5][C:6]1[N:7]=[C:8]([NH:11][C:12](=[O:28])[CH:13]([C:20]2[CH:25]=[CH:24][C:23]([Cl:26])=[C:22]([Cl:27])[CH:21]=2)[CH2:14][CH:15]2[CH2:19][CH2:18][CH2:17][CH2:16]2)[S:9][CH:10]=1)C.[OH-].[Na+]. The catalyst is C(O)C. The product is [CH:15]1([CH2:14][CH:13]([C:20]2[CH:25]=[CH:24][C:23]([Cl:26])=[C:22]([Cl:27])[CH:21]=2)[C:12]([NH:11][C:8]2[S:9][CH:10]=[C:6]([CH2:5][C:4]([OH:29])=[O:3])[N:7]=2)=[O:28])[CH2:19][CH2:18][CH2:17][CH2:16]1. The yield is 0.810. (7) The reactants are [C:1]([C:5]1[CH:10]=[CH:9][C:8]([NH:11][C:12]([CH:14]2[CH2:19][NH:18][C:17]3[CH:20]=[CH:21][CH:22]=[CH:23][C:16]=3[S:15]2)=[O:13])=[CH:7][C:6]=1[OH:24])([CH3:4])([CH3:3])[CH3:2].[OH:25]O. The catalyst is C(O)(=O)C.CN(C=O)C. The product is [C:1]([C:5]1[CH:10]=[CH:9][C:8]([NH:11][C:12]([CH:14]2[S:15](=[O:25])[C:16]3[CH:23]=[CH:22][CH:21]=[CH:20][C:17]=3[NH:18][CH2:19]2)=[O:13])=[CH:7][C:6]=1[OH:24])([CH3:4])([CH3:2])[CH3:3]. The yield is 0.380. (8) The reactants are CCC(C)[BH-](C(C)CC)C(C)CC.[Li+].Br[CH2:16][C:17]1[N:21]([C:22]2[C:27]([Cl:28])=[CH:26][C:25]([C:29]([F:32])([F:31])[F:30])=[CH:24][C:23]=2[Cl:33])[N:20]=[C:19]([C:34]#[N:35])[C:18]=1[S:36][C:37]([F:40])([F:39])[F:38].OO.O. The catalyst is C1COCC1.C(OCC)(=O)C. The product is [C:34]([C:19]1[C:18]([S:36][C:37]([F:38])([F:40])[F:39])=[C:17]([CH3:16])[N:21]([C:22]2[C:27]([Cl:28])=[CH:26][C:25]([C:29]([F:31])([F:32])[F:30])=[CH:24][C:23]=2[Cl:33])[N:20]=1)#[N:35]. The yield is 0.650.